From a dataset of Reaction yield outcomes from USPTO patents with 853,638 reactions. Predict the reaction yield, written as a fraction of the theoretical maximum amount of product (1.0 means a 100% yield; for example, 0.34 means a 34% yield). (1) The reactants are [Cl:1][C:2]1[CH:3]=[C:4]([CH:18]=[CH:19][C:20]=1[F:21])[CH2:5][C:6]1[CH:7]=[N:8][C:9]2[N:10]([N:12]=[CH:13][C:14]=2[C:15]([OH:17])=O)[CH:11]=1.CN(C(ON1N=NC2C=CC=CC1=2)=[N+](C)C)C.[B-](F)(F)(F)F.C(N(CC)CC)C.[NH2:51][CH2:52][CH2:53][C:54]([NH2:56])=[O:55]. The catalyst is CN(C=O)C. The product is [NH2:56][C:54](=[O:55])[CH2:53][CH2:52][NH:51][C:15]([C:14]1[CH:13]=[N:12][N:10]2[CH:11]=[C:6]([CH2:5][C:4]3[CH:18]=[CH:19][C:20]([F:21])=[C:2]([Cl:1])[CH:3]=3)[CH:7]=[N:8][C:9]=12)=[O:17]. The yield is 0.100. (2) The product is [N:13]1[CH:14]=[CH:15][CH:16]=[C:11]([C:8]2[S:9][CH:10]=[C:6]([CH:4]=[O:3])[N:7]=2)[CH:12]=1. The yield is 0.710. The reactants are C([O:3][C:4]([C:6]1[N:7]=[C:8]([C:11]2[CH:12]=[N:13][CH:14]=[CH:15][CH:16]=2)[S:9][CH:10]=1)=O)C.CC(C[AlH]CC(C)C)C.CO.C(C(C(C([O-])=O)O)O)([O-])=O.[K+].[Na+]. The catalyst is ClCCl. (3) The reactants are [CH2:1]([C:4]1[CH:9]=[CH:8][C:7]([F:10])=[C:6]([C:11]2[CH:16]=[CH:15][C:14]([Cl:17])=[CH:13][C:12]=2[Cl:18])[C:5]=1[OH:19])[CH:2]=[CH2:3]. The catalyst is C(Cl)Cl.CC1C=CC=CC=1[P](C1C=CC=CC=1C)([Pd](Cl)(Cl)[P](C1=C(C)C=CC=C1)(C1C=CC=CC=1C)C1C=CC=CC=1C)C1C=CC=CC=1C. The product is [Cl:18][C:12]1[CH:13]=[C:14]([Cl:17])[CH:15]=[CH:16][C:11]=1[C:6]1[C:5]([OH:19])=[C:4]([CH:1]=[CH:2][CH3:3])[CH:9]=[CH:8][C:7]=1[F:10]. The yield is 0.730. (4) The product is [NH2:12][C:5]1[C:6]([CH3:11])=[CH:7][C:8]([Cl:10])=[CH:9][C:4]=1[C:3]([NH:19][CH3:18])=[O:2]. The yield is 0.915. The reactants are C[O:2][C:3](=O)[C:4]1[CH:9]=[C:8]([Cl:10])[CH:7]=[C:6]([CH3:11])[C:5]=1[NH2:12].C(O)CO.[CH3:18][NH2:19].O. The catalyst is C(#N)C. (5) The reactants are [NH2:1][CH2:2][CH2:3][CH:4]([C:6]1[CH:11]=[CH:10][CH:9]=[CH:8][CH:7]=1)[OH:5].[CH3:12][C:13]([O:16][C:17](O[C:17]([O:16][C:13]([CH3:15])([CH3:14])[CH3:12])=[O:18])=[O:18])([CH3:15])[CH3:14]. The catalyst is C1COCC1. The product is [OH:5][CH:4]([C:6]1[CH:11]=[CH:10][CH:9]=[CH:8][CH:7]=1)[CH2:3][CH2:2][NH:1][C:17](=[O:18])[O:16][C:13]([CH3:15])([CH3:14])[CH3:12]. The yield is 0.690. (6) The reactants are Cl.[F:2][C:3]1[CH:20]=[CH:19][C:6]([CH2:7][NH:8][CH:9]([C:13]2[CH:18]=[CH:17][CH:16]=[CH:15][CH:14]=2)[C:10]([OH:12])=[O:11])=[CH:5][CH:4]=1.[N:21]12[CH2:28][CH2:27][CH:24]([CH2:25][CH2:26]1)[C@@H:23](O)[CH2:22]2.C1C=CC2N(O)N=NC=2C=1. The catalyst is C(#N)C. The product is [N:21]12[CH2:28][CH2:27][CH:24]([CH2:25][CH2:26]1)[C@@H:23]([O:11][C:10](=[O:12])[CH:9]([NH:8][CH2:7][C:6]1[CH:5]=[CH:4][C:3]([F:2])=[CH:20][CH:19]=1)[C:13]1[CH:14]=[CH:15][CH:16]=[CH:17][CH:18]=1)[CH2:22]2. The yield is 0.210. (7) The reactants are Cl.[CH2:2]([N:9]1[CH:17]=[C:16]2[C:11]([CH:12]=[C:13]([C:18]3[CH:19]=[C:20]([C:28]4[N:29]=[C:30]([CH:33]5[CH2:38][CH2:37][NH:36][CH2:35][CH2:34]5)[S:31][CH:32]=4)[N:21]4[C:26]=3[C:25]([NH2:27])=[N:24][CH:23]=[N:22]4)[CH:14]=[CH:15]2)=[N:10]1)[C:3]1[CH:8]=[CH:7][CH:6]=[CH:5][CH:4]=1.CC(O)=O.C(O[C:46]1(O[Si](C)(C)C)[CH2:48][CH2:47]1)C.C([BH3-])#N.[Na+].[OH-].[Na+]. The catalyst is CO. The product is [CH2:2]([N:9]1[CH:17]=[C:16]2[C:11]([CH:12]=[C:13]([C:18]3[CH:19]=[C:20]([C:28]4[N:29]=[C:30]([CH:33]5[CH2:38][CH2:37][N:36]([CH:46]6[CH2:48][CH2:47]6)[CH2:35][CH2:34]5)[S:31][CH:32]=4)[N:21]4[C:26]=3[C:25]([NH2:27])=[N:24][CH:23]=[N:22]4)[CH:14]=[CH:15]2)=[N:10]1)[C:3]1[CH:4]=[CH:5][CH:6]=[CH:7][CH:8]=1. The yield is 0.210.